From a dataset of Full USPTO retrosynthesis dataset with 1.9M reactions from patents (1976-2016). Predict the reactants needed to synthesize the given product. (1) The reactants are: [F:1][C:2]1[CH:7]=[CH:6][CH:5]=[CH:4][C:3]=1[C:8]1[CH:12]=[C:11]([CH2:13][OH:14])[O:10][N:9]=1.[Cr](Cl)([O-])(=O)=O.[NH+]1C=CC=CC=1. Given the product [F:1][C:2]1[CH:7]=[CH:6][CH:5]=[CH:4][C:3]=1[C:8]1[CH:12]=[C:11]([CH:13]=[O:14])[O:10][N:9]=1, predict the reactants needed to synthesize it. (2) Given the product [CH:14]1([N:5]2[C:6]3=[N:7][CH:8]=[C:9]([S:12][CH3:13])[CH:10]=[C:11]3[C:3]([C:1]([OH:36])=[O:35])=[C:4]2[C:18]2[CH:19]=[CH:20][C:21]([S:24](=[O:26])(=[O:25])[NH:27][C:28]3([C:31]([F:32])([F:33])[F:34])[CH2:29][CH2:30]3)=[CH:22][CH:23]=2)[CH2:17][CH2:16][CH2:15]1, predict the reactants needed to synthesize it. The reactants are: [C:1]([C:3]1[C:11]2[C:6](=[N:7][CH:8]=[C:9]([S:12][CH3:13])[CH:10]=2)[N:5]([CH:14]2[CH2:17][CH2:16][CH2:15]2)[C:4]=1[C:18]1[CH:23]=[CH:22][C:21]([S:24]([NH:27][C:28]2([C:31]([F:34])([F:33])[F:32])[CH2:30][CH2:29]2)(=[O:26])=[O:25])=[CH:20][CH:19]=1)#N.[OH2:35].[OH-:36].[K+]. (3) Given the product [C:11]([C:12]1[CH:13]=[C:14]([NH2:15])[N:2]([C:4]2[CH:9]=[CH:8][N:7]=[CH:6][CH:5]=2)[N:3]=1)([CH3:18])([CH3:17])[CH3:10], predict the reactants needed to synthesize it. The reactants are: Cl.[NH:2]([C:4]1[CH:9]=[CH:8][N:7]=[CH:6][CH:5]=1)[NH2:3].[CH3:10][C:11]([CH3:18])([CH3:17])[C:12](=O)[CH2:13][C:14]#[N:15]. (4) Given the product [NH2:11][C:15]1[N:17]=[C:18]([NH:20][CH2:21][CH2:22][NH:23][C:24](=[O:30])[O:25][C:26]([CH3:28])([CH3:27])[CH3:29])[S:19][C:2]=1[C:3]([CH:5]1[CH2:7][CH2:6]1)=[O:4], predict the reactants needed to synthesize it. The reactants are: Br[CH2:2][C:3]([CH:5]1[CH2:7][CH2:6]1)=[O:4].CC1C=C(C)[N:11]([C:15]([NH:17][C:18]([NH:20][CH2:21][CH2:22][NH:23][C:24](=[O:30])[O:25][C:26]([CH3:29])([CH3:28])[CH3:27])=[S:19])=N)N=1.